The task is: Regression. Given a peptide amino acid sequence and an MHC pseudo amino acid sequence, predict their binding affinity value. This is MHC class I binding data.. This data is from Peptide-MHC class I binding affinity with 185,985 pairs from IEDB/IMGT. (1) The peptide sequence is ATERFRWLL. The MHC is Mamu-A01 with pseudo-sequence Mamu-A01. The binding affinity (normalized) is 0.597. (2) The peptide sequence is HLEWLLGFI. The MHC is HLA-A02:01 with pseudo-sequence HLA-A02:01. The binding affinity (normalized) is 0.524. (3) The peptide sequence is RIYKTIKQY. The MHC is HLA-B07:02 with pseudo-sequence HLA-B07:02. The binding affinity (normalized) is 0.0847. (4) The peptide sequence is ISYFVIPV. The MHC is H-2-Db with pseudo-sequence H-2-Db. The binding affinity (normalized) is 0.0893. (5) The peptide sequence is RARFIGGYIK. The MHC is HLA-A31:01 with pseudo-sequence HLA-A31:01. The binding affinity (normalized) is 0.623.